Dataset: Reaction yield outcomes from USPTO patents with 853,638 reactions. Task: Predict the reaction yield, written as a fraction of the theoretical maximum amount of product (1.0 means a 100% yield; for example, 0.34 means a 34% yield). (1) The reactants are [C:1]([C:4]1[C:9](=[O:10])[C:8]([O:11][CH3:12])=[CH:7][N:6]([C:13]2[CH:18]=[C:17]([F:19])[C:16]([Br:20])=[CH:15][C:14]=2[F:21])[N:5]=1)(=O)[CH3:2].[CH3:22]OC(OC)N(C)C.[C:30]1([NH:36][NH2:37])[CH:35]=[CH:34][CH:33]=[CH:32][CH:31]=1. No catalyst specified. The product is [Br:20][C:16]1[C:17]([F:19])=[CH:18][C:13]([N:6]2[CH:7]=[C:8]([O:11][CH3:12])[C:9](=[O:10])[C:4]([C:1]3[N:36]([C:30]4[CH:35]=[CH:34][CH:33]=[CH:32][CH:31]=4)[N:37]=[CH:22][CH:2]=3)=[N:5]2)=[C:14]([F:21])[CH:15]=1. The yield is 0.230. (2) The reactants are Cl[C:2]1[CH:3]=[C:4]([C:24]2[CH:29]=[CH:28][CH:27]=[C:26]([S:30]([CH3:33])(=[O:32])=[O:31])[CH:25]=2)[CH:5]=[CH:6][C:7]=1[N:8]1[CH:12]=[C:11]([C:13](O)=[O:14])[N:10]=[C:9]1[CH2:16][C:17]1[CH:22]=[CH:21][CH:20]=[CH:19][C:18]=1[Cl:23].BrC1C=CC([N:41]2C=C(C(O)=O)[N:43]=[C:42]2[C:49]2C=CC=CC=2Cl)=C(Cl)C=1.C(Cl)(=O)C(Cl)=O.C(=NO)(N)C.C([O-])([O-])=O.[K+].[K+]. The catalyst is CN(C=O)C.CCOC(C)=O.C1(C)C(C)=CC=CC=1.C(Cl)(Cl)Cl. The product is [CH3:33][S:30]([C:26]1[CH:25]=[C:24]([C:4]2[CH:5]=[CH:6][C:7]([N:8]3[CH:12]=[C:11]([C:13]4[O:14][N:43]=[C:42]([CH3:49])[N:41]=4)[N:10]=[C:9]3[CH2:16][C:17]3[CH:22]=[CH:21][CH:20]=[CH:19][C:18]=3[Cl:23])=[CH:2][CH:3]=2)[CH:29]=[CH:28][CH:27]=1)(=[O:31])=[O:32]. The yield is 0.310. (3) The reactants are [Cl:1][C:2]1[C:16](F)=[N:15][CH:14]=[CH:13][C:3]=1[C:4]([N:6]([CH2:8][CH2:9][N:10]([CH3:12])[CH3:11])[CH3:7])=[O:5].CC(C)([O-])C.[K+].CN(C)C(=O)C.[CH3:30][N:31]1[CH:35]=[CH:34][C:33]([NH:36][C:37]2[C:46]3[C:41](=[CH:42][CH:43]=[C:44]([OH:47])[CH:45]=3)[N:40]=[CH:39][N:38]=2)=[N:32]1. The catalyst is O. The product is [Cl:1][C:2]1[C:16]([O:47][C:44]2[CH:45]=[C:46]3[C:41](=[CH:42][CH:43]=2)[N:40]=[CH:39][N:38]=[C:37]3[NH:36][C:33]2[CH:34]=[CH:35][N:31]([CH3:30])[N:32]=2)=[N:15][CH:14]=[CH:13][C:3]=1[C:4]([N:6]([CH2:8][CH2:9][N:10]([CH3:12])[CH3:11])[CH3:7])=[O:5]. The yield is 0.840. (4) The reactants are C(N(CC)CC)C.[CH:8]([C:10]1[C:18]2[C:13](=[CH:14][CH:15]=[CH:16][CH:17]=2)[N:12](C(OC(C)(C)C)=O)[CH:11]=1)=[O:9].[F:26][C:27]1[CH:28]=[C:29]([CH:32]=[C:33]([F:45])[C:34]=1[CH:35]=[N:36][C:37]1[CH:42]=[CH:41][CH:40]=[C:39]([O:43][CH3:44])[CH:38]=1)[C:30]#[N:31]. The catalyst is [Cl-].C([N+]1C(C)=C(CCO)SC=1)C1C=CC=CC=1.C(O)C. The product is [NH:12]1[C:13]2[C:18](=[CH:17][CH:16]=[CH:15][CH:14]=2)[C:10]([C:8](=[O:9])[CH:35]([C:34]2[C:33]([F:45])=[CH:32][C:29]([C:30]#[N:31])=[CH:28][C:27]=2[F:26])[NH:36][C:37]2[CH:42]=[CH:41][CH:40]=[C:39]([O:43][CH3:44])[CH:38]=2)=[CH:11]1. The yield is 0.580. (5) The reactants are C[O:2][C:3]([C:5]1[CH:9]=[C:8]([C:10]([O:12][CH3:13])=[O:11])[N:7]([CH3:14])[N:6]=1)=[O:4].O1CCOCC1.S(=O)(=O)(O)O. The catalyst is O. The product is [CH3:13][O:12][C:10]([C:8]1[N:7]([CH3:14])[N:6]=[C:5]([C:3]([OH:4])=[O:2])[CH:9]=1)=[O:11]. The yield is 0.680. (6) The reactants are [F:1][C:2]1[CH:11]=[C:10]([N+:12]([O-:14])=[O:13])[CH:9]=[CH:8][C:3]=1[C:4](OC)=[O:5].[BH4-].[Na+]. The catalyst is CO. The product is [F:1][C:2]1[CH:11]=[C:10]([N+:12]([O-:14])=[O:13])[CH:9]=[CH:8][C:3]=1[CH2:4][OH:5]. The yield is 0.940. (7) The reactants are [F:1][C:2]1[C:3]([C:8]([OH:10])=O)=[N:4][CH:5]=[CH:6][CH:7]=1.Cl.CN(C)CCCN=C=NCC.[NH2:23][C:24]1[N:29]=[C:28]([NH:30][C:31]2[CH:36]=[CH:35][CH:34]=[CH:33][CH:32]=2)[N:27]=[C:26]([C:37](=[N:39]O)[NH2:38])[N:25]=1. The catalyst is N1C=CC=CC=1. The product is [F:1][C:2]1[C:3]([C:8]2[O:10][N:39]=[C:37]([C:26]3[N:27]=[C:28]([NH:30][C:31]4[CH:36]=[CH:35][CH:34]=[CH:33][CH:32]=4)[N:29]=[C:24]([NH2:23])[N:25]=3)[N:38]=2)=[N:4][CH:5]=[CH:6][CH:7]=1. The yield is 0.130.